From a dataset of Forward reaction prediction with 1.9M reactions from USPTO patents (1976-2016). Predict the product of the given reaction. (1) Given the reactants Br[C:2]1[S:3][C:4](Br)=[CH:5][CH:6]=1.[CH3:8][O:9][C:10]1[CH:15]=[CH:14][C:13](B(O)O)=[CH:12][CH:11]=1, predict the reaction product. The product is: [CH3:8][O:9][C:10]1[CH:15]=[CH:14][C:13]([C:2]2[S:3][C:4]([C:13]3[CH:14]=[CH:15][C:10]([O:9][CH3:8])=[CH:11][CH:12]=3)=[CH:5][CH:6]=2)=[CH:12][CH:11]=1. (2) Given the reactants [CH2:1]([O:3][C:4]([C:6]1[C:7]([O:22][C:23](=[O:28])[C:24]([CH3:27])([CH3:26])[CH3:25])=[C:8]2[CH:14]=[CH:13][N:12]([CH2:15][C:16]3[CH:21]=[CH:20][CH:19]=[CH:18][CH:17]=3)[C:9]2=[CH:10][N:11]=1)=[O:5])[CH3:2].C1C(=O)N([Cl:36])C(=O)C1, predict the reaction product. The product is: [CH2:1]([O:3][C:4]([C:6]1[C:7]([O:22][C:23](=[O:28])[C:24]([CH3:27])([CH3:26])[CH3:25])=[C:8]2[C:14]([Cl:36])=[CH:13][N:12]([CH2:15][C:16]3[CH:21]=[CH:20][CH:19]=[CH:18][CH:17]=3)[C:9]2=[CH:10][N:11]=1)=[O:5])[CH3:2]. (3) Given the reactants [C:1]([C:5]1[CH:10]=[CH:9][C:8]([C:11]2[N:15]([CH3:16])[N:14]=[C:13]([C:17](=O)[CH3:18])[C:12]=2[OH:20])=[CH:7][CH:6]=1)([CH3:4])([CH3:3])[CH3:2].[NH:21]1[C:25]([C:26]2[CH:35]=[CH:34][C:29]([C:30]([NH:32][NH2:33])=[O:31])=[CH:28][CH:27]=2)=[N:24][N:23]=[N:22]1, predict the reaction product. The product is: [C:1]([C:5]1[CH:10]=[CH:9][C:8]([C:11]2[N:15]([CH3:16])[N:14]=[C:13]([C:17](=[N:33][NH:32][C:30](=[O:31])[C:29]3[CH:34]=[CH:35][C:26]([C:25]4[NH:24][N:23]=[N:22][N:21]=4)=[CH:27][CH:28]=3)[CH3:18])[C:12]=2[OH:20])=[CH:7][CH:6]=1)([CH3:4])([CH3:3])[CH3:2].